Dataset: Catalyst prediction with 721,799 reactions and 888 catalyst types from USPTO. Task: Predict which catalyst facilitates the given reaction. (1) The catalyst class is: 8. Reactant: [C:1]([C@H:5]1[CH2:10][CH2:9][C@H:8]([O:11][C:12]2[CH:13]=[C:14]3[C:19](=[CH:20][CH:21]=2)[CH:18]=[C:17]([CH2:22][NH:23][CH:24]([CH3:29])[C:25]([O:27]C)=[O:26])[CH:16]=[CH:15]3)[CH2:7][CH2:6]1)([CH3:4])([CH3:3])[CH3:2].[OH-].[Na+].Cl. Product: [C:1]([C@H:5]1[CH2:6][CH2:7][C@H:8]([O:11][C:12]2[CH:13]=[C:14]3[C:19](=[CH:20][CH:21]=2)[CH:18]=[C:17]([CH2:22][NH:23][CH:24]([CH3:29])[C:25]([OH:27])=[O:26])[CH:16]=[CH:15]3)[CH2:9][CH2:10]1)([CH3:4])([CH3:2])[CH3:3]. (2) Reactant: C1(P(C2C=CC=CC=2)C2C=CC=CC=2)C=CC=CC=1.[CH3:20][O:21][C:22]([C:24]1[CH:33]=[CH:32][C:31]2[C:26](=[CH:27][CH:28]=[C:29]([OH:34])[CH:30]=2)[CH:25]=1)=[O:23].[CH3:35][C:36]1[O:40][C:39]([C:41]2[CH:46]=[CH:45][CH:44]=[CH:43][CH:42]=2)=[N:38][C:37]=1[CH2:47][CH2:48]O.CCOC(/N=N/C(OCC)=O)=O. Product: [CH3:20][O:21][C:22]([C:24]1[CH:33]=[CH:32][C:31]2[C:26](=[CH:27][CH:28]=[C:29]([O:34][CH2:48][CH2:47][C:37]3[N:38]=[C:39]([C:41]4[CH:46]=[CH:45][CH:44]=[CH:43][CH:42]=4)[O:40][C:36]=3[CH3:35])[CH:30]=2)[CH:25]=1)=[O:23]. The catalyst class is: 49. (3) Reactant: [CH2:1]([C:8]1[C:17]2[C:12](=[CH:13][CH:14]=[CH:15][CH:16]=2)[C:11](Br)=[CH:10][N:9]=1)[C:2]1[CH:7]=[CH:6][CH:5]=[CH:4][CH:3]=1.[N:19]1([C:25]2[CH:32]=[CH:31][C:28]([C:29]#[N:30])=[CH:27][N:26]=2)[CH2:24][CH2:23][NH:22][CH2:21][CH2:20]1.CC(C)([O-])C.[Na+]. Product: [CH2:1]([C:8]1[C:17]2[C:12](=[CH:13][CH:14]=[CH:15][CH:16]=2)[C:11]([N:22]2[CH2:23][CH2:24][N:19]([C:25]3[CH:32]=[CH:31][C:28]([C:29]#[N:30])=[CH:27][N:26]=3)[CH2:20][CH2:21]2)=[CH:10][N:9]=1)[C:2]1[CH:7]=[CH:6][CH:5]=[CH:4][CH:3]=1. The catalyst class is: 102.